Dataset: Catalyst prediction with 721,799 reactions and 888 catalyst types from USPTO. Task: Predict which catalyst facilitates the given reaction. (1) Reactant: [CH2:1]([O:3][C:4]([CH:6]1[C:15]([CH:16]=O)=[CH:14][C:13]2[C:8](=[CH:9][CH:10]=[CH:11][C:12]=2[O:18][CH3:19])[O:7]1)=[O:5])[CH3:2].[CH3:20][O:21][C:22](=[O:29])[C@@H:23]([NH2:28])[CH2:24][CH:25]([CH3:27])[CH3:26].CCN(C(C)C)C(C)C.C([BH3-])#N.[Na+].C(O)(=O)C. Product: [CH2:1]([O:3][C:4]([CH:6]1[C:15]([CH2:16][NH:28][C@H:23]([C:22]([O:21][CH3:20])=[O:29])[CH2:24][CH:25]([CH3:27])[CH3:26])=[CH:14][C:13]2[C:8](=[CH:9][CH:10]=[CH:11][C:12]=2[O:18][CH3:19])[O:7]1)=[O:5])[CH3:2]. The catalyst class is: 5. (2) Reactant: [OH:1][CH2:2][CH2:3][C:4]1[O:5][C:6]2[CH:12]=[CH:11][C:10]([C:13]3[CH:20]=[CH:19][C:16]([C:17]#[N:18])=[CH:15][CH:14]=3)=[CH:9][C:7]=2[CH:8]=1.C(N(CC)CC)C.[C:28]1([CH3:38])[CH:33]=[CH:32][C:31]([S:34](Cl)(=[O:36])=[O:35])=[CH:30][CH:29]=1. Product: [CH3:38][C:28]1[CH:33]=[CH:32][C:31]([S:34]([O:1][CH2:2][CH2:3][C:4]2[O:5][C:6]3[CH:12]=[CH:11][C:10]([C:13]4[CH:20]=[CH:19][C:16]([C:17]#[N:18])=[CH:15][CH:14]=4)=[CH:9][C:7]=3[CH:8]=2)(=[O:36])=[O:35])=[CH:30][CH:29]=1. The catalyst class is: 599. (3) Reactant: Br[C:2]1[C:3]2[C:7]([CH:8]=[CH:9][CH:10]=1)=[N:6][N:5]1[C:11]([CH:16]3[CH2:21][CH2:20][N:19]([C:22]([O:24][C:25]([CH3:28])([CH3:27])[CH3:26])=[O:23])[CH2:18][CH2:17]3)=[CH:12][C:13](=[O:15])[NH:14][C:4]=21.[CH2:29]([O:31][C:32]1[CH:37]=[CH:36][CH:35]=[CH:34][C:33]=1B(O)O)[CH3:30].P([O-])([O-])([O-])=O.[K+].[K+].[K+]. Product: [CH2:29]([O:31][C:32]1[CH:37]=[CH:36][CH:35]=[CH:34][C:33]=1[C:2]1[C:3]2[C:7]([CH:8]=[CH:9][CH:10]=1)=[N:6][N:5]1[C:11]([CH:16]3[CH2:17][CH2:18][N:19]([C:22]([O:24][C:25]([CH3:28])([CH3:27])[CH3:26])=[O:23])[CH2:20][CH2:21]3)=[CH:12][C:13](=[O:15])[NH:14][C:4]=21)[CH3:30]. The catalyst class is: 7. (4) The catalyst class is: 16. Product: [F:31][C:28]1[CH:29]=[CH:30][C:24]2[S:23][C:22]([NH:2][C@H:3]3[CH2:7][CH2:6][CH2:5][C@@H:4]3[NH:8][C:9](=[O:20])[C:10]3[C:15]([O:16][CH3:17])=[CH:14][CH:13]=[CH:12][C:11]=3[O:18][CH3:19])=[N:26][C:25]=2[CH:27]=1. Reactant: Cl.[NH2:2][C@H:3]1[CH2:7][CH2:6][CH2:5][C@@H:4]1[NH:8][C:9](=[O:20])[C:10]1[C:15]([O:16][CH3:17])=[CH:14][CH:13]=[CH:12][C:11]=1[O:18][CH3:19].Cl[C:22]1[S:23][C:24]2[CH:30]=[CH:29][C:28]([F:31])=[CH:27][C:25]=2[N:26]=1.CCN(C(C)C)C(C)C. (5) Reactant: [CH3:1][O:2][C:3]1[CH:4]=[C:5]2[C:10](=[CH:11][C:12]=1[O:13][CH3:14])[CH2:9][NH:8][CH2:7][C:6]2([CH3:16])[CH3:15].II.C([O-])(=O)C.[Na+].S([O-])([O-])(=O)=S.[Na+].[Na+]. Product: [CH3:1][O:2][C:3]1[CH:4]=[C:5]2[C:10](=[CH:11][C:12]=1[O:13][CH3:14])[CH:9]=[N:8][CH2:7][C:6]2([CH3:16])[CH3:15]. The catalyst class is: 40. (6) Reactant: [C:1]([O:5][C:6]([N:8]1[CH2:13][CH:12]=[C:11]([C:14]2[CH:19]=[CH:18][CH:17]=[C:16]([N:20]3[CH2:25][CH2:24][N:23]4[N:26]=[C:27]([CH2:29][O:30][C:31]5[CH:36]=[CH:35][CH:34]=[CH:33][CH:32]=5)[CH:28]=[C:22]4[C:21]3=[O:37])[N:15]=2)[CH2:10][CH2:9]1)=[O:7])([CH3:4])([CH3:3])[CH3:2].C([O-])=O.[NH4+]. Product: [C:1]([O:5][C:6]([N:8]1[CH2:13][CH2:12][CH:11]([C:14]2[CH:19]=[CH:18][CH:17]=[C:16]([N:20]3[CH2:25][CH2:24][N:23]4[N:26]=[C:27]([CH2:29][O:30][C:31]5[CH:36]=[CH:35][CH:34]=[CH:33][CH:32]=5)[CH:28]=[C:22]4[C:21]3=[O:37])[N:15]=2)[CH2:10][CH2:9]1)=[O:7])([CH3:4])([CH3:2])[CH3:3]. The catalyst class is: 43.